This data is from Peptide-MHC class I binding affinity with 185,985 pairs from IEDB/IMGT. The task is: Regression. Given a peptide amino acid sequence and an MHC pseudo amino acid sequence, predict their binding affinity value. This is MHC class I binding data. (1) The peptide sequence is NVFETRIVM. The MHC is HLA-A02:01 with pseudo-sequence HLA-A02:01. The binding affinity (normalized) is 0.272. (2) The binding affinity (normalized) is 0.0847. The peptide sequence is KTNFQNHKG. The MHC is HLA-B27:05 with pseudo-sequence HLA-B27:05. (3) The peptide sequence is RIRQGLELTL. The MHC is Mamu-B08 with pseudo-sequence Mamu-B08. The binding affinity (normalized) is 0.420.